Dataset: Forward reaction prediction with 1.9M reactions from USPTO patents (1976-2016). Task: Predict the product of the given reaction. Given the reactants C([O:3][C:4](=[O:37])[CH2:5][O:6][C:7]1[CH:8]=[CH:9][C:10]2[CH2:16][CH2:15][CH2:14][CH:13]([N:17]([C:29]([O:31][C:32]([CH3:35])([CH3:34])[CH3:33])=[O:30])[CH2:18][C@H:19]([OH:28])[CH2:20][O:21][C:22]3[CH:27]=[CH:26][CH:25]=[CH:24][CH:23]=3)[CH2:12][C:11]=2[CH:36]=1)C.[OH-].[Na+].Cl, predict the reaction product. The product is: [C:32]([O:31][C:29]([N:17]([CH:13]1[CH2:12][C:11]2[CH:36]=[C:7]([O:6][CH2:5][C:4]([OH:37])=[O:3])[CH:8]=[CH:9][C:10]=2[CH2:16][CH2:15][CH2:14]1)[CH2:18][C@H:19]([OH:28])[CH2:20][O:21][C:22]1[CH:27]=[CH:26][CH:25]=[CH:24][CH:23]=1)=[O:30])([CH3:35])([CH3:33])[CH3:34].